This data is from Full USPTO retrosynthesis dataset with 1.9M reactions from patents (1976-2016). The task is: Predict the reactants needed to synthesize the given product. (1) Given the product [F:1][C:2]1([F:9])[CH2:5][CH:4]([C:6]([O:8][CH3:11])=[O:7])[CH2:3]1, predict the reactants needed to synthesize it. The reactants are: [F:1][C:2]1([F:9])[CH2:5][CH:4]([C:6]([OH:8])=[O:7])[CH2:3]1.[Si](C=[N+]=[N-])(C)(C)[CH3:11]. (2) Given the product [C:2]([C:7]1[S:11][C:10]([CH2:12][N:13]2[N:17]=[C:16]([NH:18][C:33]([C:29]3[N:30]=[CH:31][O:32][C:28]=3[C:24]3[CH:25]=[CH:26][CH:27]=[C:22]([O:21][C:20]([F:36])([F:19])[F:37])[CH:23]=3)=[O:34])[CH:15]=[N:14]2)=[CH:9][CH:8]=1)(=[O:6])[CH3:1], predict the reactants needed to synthesize it. The reactants are: [CH3:1][C:2]1([C:7]2[S:11][C:10]([CH2:12][N:13]3[N:17]=[C:16]([NH2:18])[CH:15]=[N:14]3)=[CH:9][CH:8]=2)[O:6]CCO1.[F:19][C:20]([F:37])([F:36])[O:21][C:22]1[CH:23]=[C:24]([C:28]2[O:32][CH:31]=[N:30][C:29]=2[C:33](O)=[O:34])[CH:25]=[CH:26][CH:27]=1.